Dataset: Reaction yield outcomes from USPTO patents with 853,638 reactions. Task: Predict the reaction yield, written as a fraction of the theoretical maximum amount of product (1.0 means a 100% yield; for example, 0.34 means a 34% yield). (1) The reactants are [CH:1]([C@@H:4]1[C:9](=[O:10])[NH:8][CH2:7][CH2:6][N:5]1C(OCC1C=CC=CC=1)=O)([CH3:3])[CH3:2].[CH3:33][C:32]([O:31][C:29](O[C:29]([O:31][C:32]([CH3:35])([CH3:34])[CH3:33])=[O:30])=[O:30])([CH3:35])[CH3:34].C([C@H]1NCCNC1=O)(C)C. The catalyst is CO.[Pd]. The product is [CH:1]([C@@H:4]1[C:9](=[O:10])[NH:8][CH2:7][CH2:6][N:5]1[C:29]([O:31][C:32]([CH3:33])([CH3:34])[CH3:35])=[O:30])([CH3:3])[CH3:2]. The yield is 0.610. (2) The reactants are C[O:2][C:3](=[O:21])[C:4]1[CH:9]=[CH:8][C:7]([O:10]C)=[N:6][C:5]=1[NH:12][C:13]1[CH:18]=[CH:17][C:16]([Br:19])=[CH:15][C:14]=1[F:20].COC(=O)C1C=CC(Cl)=NC=1NC1C=CC(Br)=CC=1F.C[O-].[Na+].CO. The catalyst is C(O)(=O)C. The product is [Br:19][C:16]1[CH:17]=[CH:18][C:13]([NH:12][C:5]2[NH:6][C:7](=[O:10])[CH:8]=[CH:9][C:4]=2[C:3]([OH:21])=[O:2])=[C:14]([F:20])[CH:15]=1. The yield is 0.880.